The task is: Predict the reaction yield, written as a fraction of the theoretical maximum amount of product (1.0 means a 100% yield; for example, 0.34 means a 34% yield).. This data is from Reaction yield outcomes from USPTO patents with 853,638 reactions. The reactants are [C-]#N.[Na+].Br[C:5]1[CH:6]=[C:7]2[C:11](=[CH:12][CH:13]=1)[N:10]([S:14]([C:17]1[CH:22]=[CH:21][C:20]([CH3:23])=[CH:19][CH:18]=1)(=[O:16])=[O:15])[CH:9]=[CH:8]2.[CH3:24][NH:25]CCNC.[OH-].[NH4+]. The catalyst is [Cu]I.O.C(OCC)(=O)C.C1(C)C=CC=CC=1. The product is [C:20]1([CH3:23])[CH:21]=[CH:22][C:17]([S:14]([N:10]2[C:11]3[C:7](=[CH:6][C:5]([C:24]#[N:25])=[CH:13][CH:12]=3)[CH:8]=[CH:9]2)(=[O:16])=[O:15])=[CH:18][CH:19]=1. The yield is 0.860.